From a dataset of CYP3A4 inhibition data for predicting drug metabolism from PubChem BioAssay. Regression/Classification. Given a drug SMILES string, predict its absorption, distribution, metabolism, or excretion properties. Task type varies by dataset: regression for continuous measurements (e.g., permeability, clearance, half-life) or binary classification for categorical outcomes (e.g., BBB penetration, CYP inhibition). Dataset: cyp3a4_veith. (1) The compound is CS(=O)(=O)Nc1c(O)ccc2c1CCC[C@H]2C1=NCCN1. The result is 0 (non-inhibitor). (2) The compound is CC(C)(C)c1cc(C=C(C#N)C#N)cc(C(C)(C)C)c1O. The result is 1 (inhibitor). (3) The drug is COc1ccc(NC(=O)c2cc3sccc3n2Cc2ccc(F)cc2)cc1OC. The result is 1 (inhibitor). (4) The drug is COc1ccc2c(C)cc(C)nc2n1. The result is 0 (non-inhibitor). (5) The compound is O=C1CCC(c2ccccc2)=NN1c1nc2ccccc2s1. The result is 0 (non-inhibitor). (6) The compound is CC[C@H](c1ccc(O)cc1)[C@@H](CC)c1ccc(O)cc1. The result is 1 (inhibitor).